This data is from Reaction yield outcomes from USPTO patents with 853,638 reactions. The task is: Predict the reaction yield, written as a fraction of the theoretical maximum amount of product (1.0 means a 100% yield; for example, 0.34 means a 34% yield). (1) The reactants are [CH3:1][C:2]1[N:7]=[C:6]2[S:8][C:9]3[CH2:14][CH2:13][CH2:12][CH2:11][C:10]=3[C:5]2=[C:4]([C:15]2[O:16][C:17]3[CH:23]=[CH:22][CH:21]=[CH:20][C:18]=3[CH:19]=2)[C:3]=1[CH2:24][C:25]([O:27][CH3:28])=[O:26].[Li+].C[Si]([N-][Si](C)(C)C)(C)C.[CH2:39]1[CH2:43]OC[CH2:40]1.ICCC. The catalyst is CN(C=O)C. The product is [CH3:1][C:2]1[N:7]=[C:6]2[S:8][C:9]3[CH2:14][CH2:13][CH2:12][CH2:11][C:10]=3[C:5]2=[C:4]([C:15]2[O:16][C:17]3[CH:23]=[CH:22][CH:21]=[CH:20][C:18]=3[CH:19]=2)[C:3]=1[CH:24]([CH2:40][CH2:39][CH3:43])[C:25]([O:27][CH3:28])=[O:26]. The yield is 0.820. (2) The yield is 0.990. The product is [ClH:23].[ClH:23].[OH:1][C:2]1[CH:3]=[C:4]([N:8]2[CH2:9][C@@H:10]3[C@@H:11]([CH2:13][NH:14][CH2:15]3)[CH2:12]2)[CH:5]=[N:6][CH:7]=1. The reactants are [OH:1][C:2]1[CH:3]=[C:4]([N:8]2[CH2:12][C@@H:11]3[CH2:13][N:14](C(OC(C)(C)C)=O)[CH2:15][C@@H:10]3[CH2:9]2)[CH:5]=[N:6][CH:7]=1.[ClH:23].O1CCOCC1. The catalyst is C(OCC)(=O)C.CO.